Dataset: Reaction yield outcomes from USPTO patents with 853,638 reactions. Task: Predict the reaction yield, written as a fraction of the theoretical maximum amount of product (1.0 means a 100% yield; for example, 0.34 means a 34% yield). (1) The reactants are [CH:1]1([CH2:7][C@@H:8]([NH:24][CH3:25])[CH2:9][N:10]2[CH2:15][CH2:14][N:13]([C:16]3[CH:21]=[CH:20][CH:19]=[CH:18][C:17]=3[O:22][CH3:23])[CH2:12][CH2:11]2)[CH2:6][CH2:5][CH2:4][CH2:3][CH2:2]1.C(N(CC)CC)C.[CH3:33][C:34]1([C:40](Cl)=[O:41])[CH2:39][CH2:38][CH2:37][CH2:36][CH2:35]1. The catalyst is ClCCl. The product is [CH:1]1([CH2:7][C@@H:8]([N:24]([CH3:25])[C:40]([C:34]2([CH3:33])[CH2:39][CH2:38][CH2:37][CH2:36][CH2:35]2)=[O:41])[CH2:9][N:10]2[CH2:15][CH2:14][N:13]([C:16]3[CH:21]=[CH:20][CH:19]=[CH:18][C:17]=3[O:22][CH3:23])[CH2:12][CH2:11]2)[CH2:2][CH2:3][CH2:4][CH2:5][CH2:6]1. The yield is 0.860. (2) The reactants are [Cl:1][C:2]1[CH:3]=[C:4]([CH:8]=[C:9]([Cl:12])[C:10]=1[F:11])[C:5](Cl)=[O:6].ClC1C=C(C(F)(F)F)C=C(Cl)C=1F.S(=O)(=O)(O)[OH:27].ClS(O)(=O)=O. No catalyst specified. The product is [Cl:1][C:2]1[CH:3]=[C:4]([CH:8]=[C:9]([Cl:12])[C:10]=1[F:11])[C:5]([OH:27])=[O:6]. The yield is 0.490. (3) The reactants are [Cl:1][C:2]1[CH:3]=[C:4]([C:8]2[N:12]=[C:11]([NH2:13])[NH:10][N:9]=2)[CH:5]=[CH:6][CH:7]=1.C([N:17]1[C:25]2[C:20](=[CH:21][C:22]([C:26](=O)[CH2:27][C:28](OCC)=[O:29])=[CH:23][CH:24]=2)[CH:19]=[N:18]1)(=O)C.CC1C=CC(S(O)(=O)=O)=CC=1. The catalyst is CCCCO. The product is [Cl:1][C:2]1[CH:3]=[C:4]([C:8]2[N:12]=[C:11]3[NH:13][C:26]([C:22]4[CH:21]=[C:20]5[C:25](=[CH:24][CH:23]=4)[NH:17][N:18]=[CH:19]5)=[CH:27][C:28](=[O:29])[N:10]3[N:9]=2)[CH:5]=[CH:6][CH:7]=1. The yield is 0.340. (4) The reactants are [C:1]([NH:4][C:5]1[N:6]=[C:7](Cl)[C:8]2[S:13][C:12](=[O:14])[N:11]([C@@H:15]3[O:27][C@H:26]([CH2:28][O:29][C:30](=[O:32])[CH3:31])[C@@H:21]([O:22][C:23](=[O:25])[CH3:24])[C@H:16]3[O:17][C:18](=[O:20])[CH3:19])[C:9]=2[N:10]=1)(=[O:3])[CH3:2].C([O-])(=O)C.[Na+]. The catalyst is [Pd].C(O)C. The product is [C:1]([NH:4][C:5]1[N:6]=[CH:7][C:8]2[S:13][C:12](=[O:14])[N:11]([C@@H:15]3[O:27][C@H:26]([CH2:28][O:29][C:30](=[O:32])[CH3:31])[C@@H:21]([O:22][C:23](=[O:25])[CH3:24])[C@H:16]3[O:17][C:18](=[O:20])[CH3:19])[C:9]=2[N:10]=1)(=[O:3])[CH3:2]. The yield is 0.900. (5) The reactants are [Cl:1][C:2]1[N:9]=[CH:8][C:7]([CH2:10][CH3:11])=[CH:6][C:3]=1[CH:4]=[O:5].N1C=CN=C1.[C:17]1(=[O:23])[CH2:22][CH2:21][CH2:20][CH:19]=[CH:18]1. The catalyst is CO.O. The product is [Cl:1][C:2]1[C:3]([CH:4]([OH:5])[C:18]2[C:17](=[O:23])[CH2:22][CH2:21][CH2:20][CH:19]=2)=[CH:6][C:7]([CH2:10][CH3:11])=[CH:8][N:9]=1. The yield is 0.950. (6) The reactants are [C:1]([C:4]1[N:9]=[C:8]([C:10]([O:12][CH3:13])=[O:11])[C:7]([O:14][CH3:15])=[C:6]([NH2:16])[CH:5]=1)(=[O:3])[CH3:2].[BH4-].[Na+].C([O-])(O)=O.[Na+]. The catalyst is CO. The product is [NH2:16][C:6]1[CH:5]=[C:4]([CH:1]([OH:3])[CH3:2])[N:9]=[C:8]([C:10]([O:12][CH3:13])=[O:11])[C:7]=1[O:14][CH3:15]. The yield is 0.724. (7) The reactants are Cl[CH2:2][C:3]([N:5]1[CH2:10][CH2:9][N:8]([C:11]([O:13][CH2:14][CH3:15])=[O:12])[CH2:7][CH2:6]1)=[O:4].[I-:16].[Na+]. The catalyst is CC(C)=O. The product is [I:16][CH2:2][C:3]([N:5]1[CH2:10][CH2:9][N:8]([C:11]([O:13][CH2:14][CH3:15])=[O:12])[CH2:7][CH2:6]1)=[O:4]. The yield is 0.750. (8) The catalyst is O1CCOCC1. The reactants are [CH3:1][C:2]1([CH3:21])[C:7]2[CH:8]=[C:9](/[C:12](/[CH2:17][CH2:18][CH3:19])=[CH:13]/[C:14]([NH2:16])=O)[CH:10]=[CH:11][C:6]=2[NH:5][C:4](=[O:20])[O:3]1.S(Cl)(Cl)=O. The yield is 0.390. The product is [CH3:21][C:2]1([CH3:1])[C:7]2[CH:8]=[C:9](/[C:12](/[CH2:17][CH2:18][CH3:19])=[CH:13]/[C:14]#[N:16])[CH:10]=[CH:11][C:6]=2[NH:5][C:4](=[O:20])[O:3]1.